From a dataset of TCR-epitope binding with 47,182 pairs between 192 epitopes and 23,139 TCRs. Binary Classification. Given a T-cell receptor sequence (or CDR3 region) and an epitope sequence, predict whether binding occurs between them. (1) The epitope is YLQPRTFLL. The TCR CDR3 sequence is CASSYYGASTDTQYF. Result: 0 (the TCR does not bind to the epitope). (2) The epitope is HLVDFQVTI. The TCR CDR3 sequence is CASSSRGLNTGELFF. Result: 0 (the TCR does not bind to the epitope). (3) The epitope is LLWNGPMAV. The TCR CDR3 sequence is CASSPGGGVNTGELFF. Result: 0 (the TCR does not bind to the epitope). (4) The epitope is KLNVGDYFV. The TCR CDR3 sequence is CASSFIGVTGELFF. Result: 1 (the TCR binds to the epitope). (5) The epitope is KMKDLSPRW. The TCR CDR3 sequence is CASSPYIYTEAFF. Result: 0 (the TCR does not bind to the epitope). (6) The TCR CDR3 sequence is CATSRGQSYGYTF. Result: 1 (the TCR binds to the epitope). The epitope is GLCTLVAML.